This data is from Forward reaction prediction with 1.9M reactions from USPTO patents (1976-2016). The task is: Predict the product of the given reaction. Given the reactants [Br:1][C:2]1[CH:3]=[C:4]2[C:8](=[CH:9][C:10]=1[O:11][CH3:12])[C:7](=[O:13])[CH2:6][CH2:5]2.[F:14][C:15]([F:25])([F:24])[C:16]1[CH:17]=[C:18]([CH:21]=[CH:22][CH:23]=1)[CH:19]=O.CC1C=CC(S(O)(=O)=O)=CC=1, predict the reaction product. The product is: [Br:1][C:2]1[CH:3]=[C:4]2[C:8](=[CH:9][C:10]=1[O:11][CH3:12])[C:7](=[O:13])/[C:6](=[CH:19]/[C:18]1[CH:21]=[CH:22][CH:23]=[C:16]([C:15]([F:14])([F:24])[F:25])[CH:17]=1)/[CH2:5]2.